This data is from Peptide-MHC class II binding affinity with 134,281 pairs from IEDB. The task is: Regression. Given a peptide amino acid sequence and an MHC pseudo amino acid sequence, predict their binding affinity value. This is MHC class II binding data. (1) The peptide sequence is VQAPVGAITTIEDPV. The MHC is DRB1_0101 with pseudo-sequence DRB1_0101. The binding affinity (normalized) is 0.0405. (2) The peptide sequence is YDKFLANVSWVLTGK. The MHC is DRB1_0101 with pseudo-sequence DRB1_0101. The binding affinity (normalized) is 0.860. (3) The peptide sequence is AARLFKAFILDGDKL. The MHC is HLA-DPA10201-DPB10501 with pseudo-sequence HLA-DPA10201-DPB10501. The binding affinity (normalized) is 0.632. (4) The peptide sequence is KLIGGIGGFIKVRQYDQILI. The MHC is DRB1_1101 with pseudo-sequence DRB1_1101. The binding affinity (normalized) is 0.386. (5) The peptide sequence is GELQIVMKIDAAFKI. The MHC is DRB1_0701 with pseudo-sequence DRB1_0701. The binding affinity (normalized) is 0.753. (6) The peptide sequence is KVKSLKLLNTRRRQL. The MHC is DRB1_0401 with pseudo-sequence DRB1_0401. The binding affinity (normalized) is 0.401.